The task is: Predict which catalyst facilitates the given reaction.. This data is from Catalyst prediction with 721,799 reactions and 888 catalyst types from USPTO. (1) Reactant: Cl.C([N:9]1[CH2:14][CH:13]2[C@:11]([OH:15])([CH2:12]2)[C@@H:10]1[C:16]1[CH:21]=[CH:20][CH:19]=[CH:18][CH:17]=1)C1C=CC=CC=1. Product: [C:16]1([C@@H:10]2[NH:9][CH2:14][CH:13]3[C@:11]2([OH:15])[CH2:12]3)[CH:17]=[CH:18][CH:19]=[CH:20][CH:21]=1. The catalyst class is: 43. (2) Reactant: [C:1]([O:5][C:6]([N:8]1[CH2:13][CH2:12][N:11]([CH2:14][CH2:15][O:16][Si](C(C)(C)C)(C)C)[C:10](=[O:24])[CH2:9]1)=[O:7])([CH3:4])([CH3:3])[CH3:2].[F-].C([N+](CCCC)(CCCC)CCCC)CCC. Product: [C:1]([O:5][C:6]([N:8]1[CH2:13][CH2:12][N:11]([CH2:14][CH2:15][OH:16])[C:10](=[O:24])[CH2:9]1)=[O:7])([CH3:4])([CH3:2])[CH3:3]. The catalyst class is: 7. (3) Reactant: [NH2:1][C:2]1[C:11]([C:12]2[CH:17]=[CH:16][C:15]([O:18][CH2:19][C:20]3[CH:25]=[CH:24][CH:23]=[CH:22][CH:21]=3)=[CH:14][CH:13]=2)=[N:10][C:9]([Br:26])=[CH:8][C:3]=1[C:4]([O:6][CH3:7])=[O:5].N([O-])=O.[Na+].[N-:31]=[N+:32]=[N-].[Na+].CCOCC. Product: [N:1]([C:2]1[C:11]([C:12]2[CH:13]=[CH:14][C:15]([O:18][CH2:19][C:20]3[CH:25]=[CH:24][CH:23]=[CH:22][CH:21]=3)=[CH:16][CH:17]=2)=[N:10][C:9]([Br:26])=[CH:8][C:3]=1[C:4]([O:6][CH3:7])=[O:5])=[N+:31]=[N-:32]. The catalyst class is: 484. (4) Reactant: C([O-])([O-])=O.[Na+].[Na+].CC(C)=O.O([C:19]([O:21][C:22]([CH3:25])([CH3:24])[CH3:23])=[O:20])[C:19]([O:21][C:22]([CH3:25])([CH3:24])[CH3:23])=[O:20].C[O:27][C:28]1[CH:29]=[C:30]([NH:34]C2N=C(NC3CCCC(C(=O)C=C(C)C)C3)C(C(F)(F)F)=CN=2)[CH:31]=[CH:32][CH:33]=1. Product: [C:22]([O:21][C:19](=[O:20])[NH:34][C:30]1[CH:31]=[CH:32][CH:33]=[C:28]([OH:27])[CH:29]=1)([CH3:23])([CH3:24])[CH3:25]. The catalyst class is: 6.